Task: Predict the product of the given reaction.. Dataset: Forward reaction prediction with 1.9M reactions from USPTO patents (1976-2016) The product is: [CH2:1]([O:3][C:4](=[O:31])[CH:5]([NH:12][C:13](=[O:30])[CH:14]([NH2:22])[CH2:15][C:16]1[CH:17]=[CH:18][CH:19]=[CH:20][CH:21]=1)[CH2:6][S:7][C:8]([CH3:11])([CH3:9])[CH3:10])[CH3:2]. Given the reactants [CH2:1]([O:3][C:4](=[O:31])[CH:5]([NH:12][C:13](=[O:30])[CH:14]([NH:22]C(OC(C)(C)C)=O)[CH2:15][C:16]1[CH:21]=[CH:20][CH:19]=[CH:18][CH:17]=1)[CH2:6][S:7][C:8]([CH3:11])([CH3:10])[CH3:9])[CH3:2].C(O)(C(F)(F)F)=O, predict the reaction product.